Dataset: Full USPTO retrosynthesis dataset with 1.9M reactions from patents (1976-2016). Task: Predict the reactants needed to synthesize the given product. (1) Given the product [C:1]([O:5][C:6]([N:8]1[CH2:13][CH2:12][N:11]([C:14]2[CH:19]=[CH:18][C:17]([C:20]3[CH:25]=[CH:24][C:23]([C@:26]4([CH3:47])[C:36]#[C:35][CH2:34][S:33][CH2:32][C@@H:31]([C:37]([OH:39])=[O:38])[NH:30][C:29](=[O:41])[C@H:28]([CH2:42][C:43]([F:46])([CH3:45])[CH3:44])[NH:27]4)=[CH:22][CH:21]=3)=[CH:16][CH:15]=2)[CH2:10][CH2:9]1)=[O:7])([CH3:4])([CH3:3])[CH3:2], predict the reactants needed to synthesize it. The reactants are: [C:1]([O:5][C:6]([N:8]1[CH2:13][CH2:12][N:11]([C:14]2[CH:19]=[CH:18][C:17]([C:20]3[CH:25]=[CH:24][C:23]([C@:26]4([C:47](F)(F)F)[C:36]#[C:35][CH2:34][S:33][CH2:32][C@@H:31]([C:37]([O:39]C)=[O:38])[NH:30][C:29](=[O:41])[C@H:28]([CH2:42][C:43]([F:46])([CH3:45])[CH3:44])[NH:27]4)=[CH:22][CH:21]=3)=[CH:16][CH:15]=2)[CH2:10][CH2:9]1)=[O:7])([CH3:4])([CH3:3])[CH3:2].[Li+].[OH-].Cl. (2) Given the product [NH2:14][C:9]1[CH2:8][CH2:7][CH2:6][C:5]=1[C:3]([O:2][CH3:1])=[O:4], predict the reactants needed to synthesize it. The reactants are: [CH3:1][O:2][C:3]([CH:5]1[C:9](=O)[CH2:8][CH2:7][CH2:6]1)=[O:4].C([O-])=O.[NH4+:14]. (3) Given the product [CH:1]1([C:4]2[CH:5]=[N:6][C:7]([N:10]3[CH2:15][CH2:14][CH:13]([C:16]4([CH3:38])[CH2:20][C:19]5[CH:21]=[C:22]([C:25]6[CH2:30][CH2:29][NH:28][CH2:27][CH:26]=6)[CH:23]=[CH:24][C:18]=5[O:17]4)[CH2:12][CH2:11]3)=[N:8][CH:9]=2)[CH2:2][CH2:3]1, predict the reactants needed to synthesize it. The reactants are: [CH:1]1([C:4]2[CH:5]=[N:6][C:7]([N:10]3[CH2:15][CH2:14][CH:13]([C:16]4([CH3:38])[CH2:20][C:19]5[CH:21]=[C:22]([C:25]6[CH2:30][CH2:29][N:28](C(OC(C)(C)C)=O)[CH2:27][CH:26]=6)[CH:23]=[CH:24][C:18]=5[O:17]4)[CH2:12][CH2:11]3)=[N:8][CH:9]=2)[CH2:3][CH2:2]1.C(O)(C(F)(F)F)=O.FC1C2OC(C3(O)CCN(C4N=CC(CCC)=CN=4)CC3)CC=2C=C(C2CCNCC=2)C=1. (4) Given the product [CH2:1]([N:8]1[C@@H:13]2[C@H:14]([S:16]([C:19]3[CH:24]=[CH:23][CH:22]=[CH:21][CH:20]=3)(=[O:17])=[O:18])[CH2:15][C@@:9]1([C:26]1[CH:27]=[CH:28][C:29]([F:32])=[CH:30][CH:31]=1)[C@H:10]([OH:25])[CH2:11][CH2:12]2)[C:2]1[CH:7]=[CH:6][CH:5]=[CH:4][CH:3]=1, predict the reactants needed to synthesize it. The reactants are: [CH2:1]([N:8]1[C@@H:13]2[C@H:14]([S:16]([C:19]3[CH:24]=[CH:23][CH:22]=[CH:21][CH:20]=3)(=[O:18])=[O:17])[CH2:15][C@@:9]1([C:26]1[CH:31]=[CH:30][C:29]([F:32])=[CH:28][CH:27]=1)[C:10](=[O:25])[CH2:11][CH2:12]2)[C:2]1[CH:7]=[CH:6][CH:5]=[CH:4][CH:3]=1.[BH4-].[Na+]. (5) Given the product [NH:28]1[CH2:29][CH2:30][CH2:31][C@@H:26]([NH:25][C:23]2[CH:22]=[CH:21][N:20]=[C:19]([C:18]3[CH:17]=[N:16][N:13]4[CH:14]=[CH:15][C:10]([C:8]#[N:9])=[CH:11][C:12]=34)[N:24]=2)[CH2:27]1, predict the reactants needed to synthesize it. The reactants are: FC(F)(F)C(O)=O.[C:8]([C:10]1[CH:15]=[CH:14][N:13]2[N:16]=[CH:17][C:18]([C:19]3[N:24]=[C:23]([NH:25][C@@H:26]4[CH2:31][CH2:30][CH2:29][N:28](C(OC(C)(C)C)=O)[CH2:27]4)[CH:22]=[CH:21][N:20]=3)=[C:12]2[CH:11]=1)#[N:9].C(=O)([O-])O.[Na+]. (6) Given the product [CH3:34][N:9]([CH3:8])[CH2:10][CH:11]([O:33][C:4](=[O:5])[CH2:3][CH2:2][C:1]([OH:6])=[O:7])[CH2:12][CH2:13][O:14][CH2:15][CH2:16][CH2:17][CH2:18][CH2:19][CH2:20][CH2:21][CH2:22]/[CH:23]=[CH:24]\[CH2:25]/[CH:26]=[CH:27]\[CH2:28][CH2:29][CH2:30][CH2:31][CH3:32], predict the reactants needed to synthesize it. The reactants are: [C:1]1(=[O:7])[O:6][C:4](=[O:5])[CH2:3][CH2:2]1.[CH3:8][N:9]([CH3:34])[CH2:10][CH:11]([OH:33])[CH2:12][CH2:13][O:14][CH2:15][CH2:16][CH2:17][CH2:18][CH2:19][CH2:20][CH2:21][CH2:22]/[CH:23]=[CH:24]\[CH2:25]/[CH:26]=[CH:27]\[CH2:28][CH2:29][CH2:30][CH2:31][CH3:32]. (7) Given the product [C:1]([Cl:14])(=[O:11])[CH:2]=[CH:3][C:4]1[CH:9]=[CH:8][CH:7]=[CH:6][CH:5]=1, predict the reactants needed to synthesize it. The reactants are: [C:1]([OH:11])(=O)[CH:2]=[CH:3][C:4]1[CH:9]=[CH:8][CH:7]=[CH:6][CH:5]=1.O=S(Cl)[Cl:14]. (8) Given the product [CH3:2][N:3]([CH3:19])[C:4]([C:6]1[N:7]=[C:8]([C:15]([F:18])([F:16])[F:17])[N:9]2[CH2:14][CH2:13][NH:12][CH2:11][C:10]=12)=[O:5], predict the reactants needed to synthesize it. The reactants are: Cl.[CH3:2][N:3]([CH3:19])[C:4]([C:6]1[N:7]=[C:8]([C:15]([F:18])([F:17])[F:16])[N:9]2[CH2:14][CH2:13][NH:12][CH2:11][C:10]=12)=[O:5].C(=O)([O-])[O-].[K+].[K+]. (9) Given the product [CH:1]([O:4][C:5]([N:7]1[CH2:12][CH2:11][CH:10]([CH:13]([O:15][C:16]2[CH:21]=[CH:20][C:19]([B:28]3[O:32][C:31]([CH3:34])([CH3:33])[C:30]([CH3:36])([CH3:35])[O:29]3)=[CH:18][N:17]=2)[CH3:14])[CH2:9][CH2:8]1)=[O:6])([CH3:3])[CH3:2], predict the reactants needed to synthesize it. The reactants are: [CH:1]([O:4][C:5]([N:7]1[CH2:12][CH2:11][CH:10]([CH:13]([O:15][C:16]2[CH:21]=[CH:20][C:19](Br)=[CH:18][N:17]=2)[CH3:14])[CH2:9][CH2:8]1)=[O:6])([CH3:3])[CH3:2].C([O-])(=O)C.[K+].[B:28]1([B:28]2[O:32][C:31]([CH3:34])([CH3:33])[C:30]([CH3:36])([CH3:35])[O:29]2)[O:32][C:31]([CH3:34])([CH3:33])[C:30]([CH3:36])([CH3:35])[O:29]1.